From a dataset of Full USPTO retrosynthesis dataset with 1.9M reactions from patents (1976-2016). Predict the reactants needed to synthesize the given product. (1) Given the product [NH2:11][C:9]1[N:8]=[CH:7][N:6]=[C:5]2[N:4]([CH:12]([C:14]3[C:15]([CH3:29])=[C:16]4[N:21]([C:22]=3[C:23]3[CH:28]=[CH:27][CH:26]=[CH:25][N:24]=3)[CH:20]=[CH:19][CH:18]=[CH:17]4)[CH3:13])[N:3]=[C:2]([C:33]3[CH:34]=[C:35]([OH:37])[CH:36]=[C:31]([F:30])[CH:32]=3)[C:10]=12, predict the reactants needed to synthesize it. The reactants are: I[C:2]1[C:10]2[C:5](=[N:6][CH:7]=[N:8][C:9]=2[NH2:11])[N:4]([CH:12]([C:14]2[C:15]([CH3:29])=[C:16]3[N:21]([C:22]=2[C:23]2[CH:28]=[CH:27][CH:26]=[CH:25][N:24]=2)[CH:20]=[CH:19][CH:18]=[CH:17]3)[CH3:13])[N:3]=1.[F:30][C:31]1[CH:32]=[C:33](B(O)O)[CH:34]=[C:35]([OH:37])[CH:36]=1.CCO.C([O-])([O-])=O.[Na+].[Na+]. (2) Given the product [ClH:1].[Cl:48][C:6]1[CH:5]=[N+:4]([O-:49])[CH:3]=[C:2]([Cl:1])[C:7]=1[CH2:8][C@@H:9]([C:33]1[CH:38]=[CH:37][C:36]([O:39][CH:40]([F:41])[F:42])=[C:35]([O:43][CH2:44][CH:45]2[CH2:46][CH2:47]2)[CH:34]=1)[O:10][C:11](=[O:32])[C:12]1[CH:17]=[CH:16][C:15]([OH:18])=[C:14]([N:19]([CH2:24][CH2:25][N:26]2[CH2:27][CH2:28][O:29][CH2:30][CH2:31]2)[S:20]([CH3:23])(=[O:21])=[O:22])[CH:13]=1, predict the reactants needed to synthesize it. The reactants are: [Cl:1][C:2]1[CH:3]=[N+:4]([O-:49])[CH:5]=[C:6]([Cl:48])[C:7]=1[CH2:8][C@@H:9]([C:33]1[CH:38]=[CH:37][C:36]([O:39][CH:40]([F:42])[F:41])=[C:35]([O:43][CH2:44][CH:45]2[CH2:47][CH2:46]2)[CH:34]=1)[O:10][C:11](=[O:32])[C:12]1[CH:17]=[CH:16][C:15]([OH:18])=[C:14]([N:19]([CH2:24][CH2:25][N:26]2[CH2:31][CH2:30][O:29][CH2:28][CH2:27]2)[S:20]([CH3:23])(=[O:22])=[O:21])[CH:13]=1.Cl.CCOCC.CCOCC.